From a dataset of Forward reaction prediction with 1.9M reactions from USPTO patents (1976-2016). Predict the product of the given reaction. (1) Given the reactants [CH3:1][CH:2]1[CH2:6][C:5]([CH3:8])([CH3:7])[CH2:4][CH:3]1[CH2:9][C:10]#N.[H-].C([Al+]CC(C)C)C(C)C.C(O)(=[O:24])C.O, predict the reaction product. The product is: [CH3:1][CH:2]1[CH2:6][C:5]([CH3:8])([CH3:7])[CH2:4][CH:3]1[CH2:9][CH:10]=[O:24]. (2) Given the reactants C(O[C:4]([C:6]1[CH:11]=[C:10]([C:12]#[N:13])[CH:9]=[C:8]([CH3:14])[N:7]=1)=[O:5])C.[NH2:15][C:16]1[CH:21]=[CH:20][CH:19]=[C:18]([CH3:22])[N:17]=1, predict the reaction product. The product is: [CH3:22][C:18]1[N:17]=[C:16]([NH:15][C:4]([C:6]2[CH:11]=[C:10]([C:12]#[N:13])[CH:9]=[C:8]([CH3:14])[N:7]=2)=[O:5])[CH:21]=[CH:20][CH:19]=1. (3) Given the reactants [H-].[Na+].[CH3:3][O:4][C:5](=[O:19])[C:6]1[CH:11]=[CH:10][C:9]([C:12]2[CH:17]=[CH:16][C:15](=[O:18])[NH:14][N:13]=2)=[CH:8][CH:7]=1.Cl.[CH3:21][N:22]([CH3:26])[CH2:23][CH2:24]Cl, predict the reaction product. The product is: [CH3:3][O:4][C:5](=[O:19])[C:6]1[CH:7]=[CH:8][C:9]([C:12]2[CH:17]=[CH:16][C:15](=[O:18])[N:14]([CH2:24][CH2:23][N:22]([CH3:26])[CH3:21])[N:13]=2)=[CH:10][CH:11]=1. (4) The product is: [O-2:1].[In+3:2].[O-2:1].[O-2:1].[In+3:2].[Sn:6]=[O:1].[O-2:1].[Sm+3:9].[O-2:1].[O-2:1].[Sm+3:9]. Given the reactants [O-2:1].[In+3:2].[O-2].[O-2].[In+3].[Sn:6]=O.[O-2].[Sm+3:9].[O-2].[O-2].[Sm+3], predict the reaction product. (5) Given the reactants [S:1]1[C:5]2[CH:6]=[CH:7][CH:8]=[CH:9][C:4]=2[N:3]=[C:2]1[CH2:10][C:11]1[CH:16]=[CH:15][C:14]([CH2:17]O)=[CH:13][CH:12]=1.S(Cl)([Cl:21])=O, predict the reaction product. The product is: [Cl:21][CH2:17][C:14]1[CH:15]=[CH:16][C:11]([CH2:10][C:2]2[S:1][C:5]3[CH:6]=[CH:7][CH:8]=[CH:9][C:4]=3[N:3]=2)=[CH:12][CH:13]=1. (6) Given the reactants [NH:1]1[CH2:4][CH:3]([O:5][C:6]2[CH:7]=[C:8]([C:12]3[C:21]4[CH2:20][CH2:19][CH2:18][CH2:17][C:16]=4[N:15]=[C:14]([O:22][CH2:23][C:24]4[CH:29]=[CH:28][CH:27]=[CH:26][N:25]=4)[CH:13]=3)[CH:9]=[N:10][CH:11]=2)[CH2:2]1.C1C[O:33][CH2:32][CH2:31]1.CCN(CC)CC.C(Cl)(=O)C, predict the reaction product. The product is: [N:25]1[CH:26]=[CH:27][CH:28]=[CH:29][C:24]=1[CH2:23][O:22][C:14]1[CH:13]=[C:12]([C:8]2[CH:7]=[C:6]([O:5][CH:3]3[CH2:4][N:1]([C:32](=[O:33])[CH3:31])[CH2:2]3)[CH:11]=[N:10][CH:9]=2)[C:21]2[CH2:20][CH2:19][CH2:18][CH2:17][C:16]=2[N:15]=1. (7) Given the reactants P(Br)(Br)[Br:2].[CH3:5][C:6]1[CH:7]=[C:8]([CH:13](O)[CH3:14])[CH:9]=[C:10]([CH3:12])[CH:11]=1.C([O-])([O-])=O.[Na+].[Na+].CCCCCC, predict the reaction product. The product is: [Br:2][CH:13]([C:8]1[CH:7]=[C:6]([CH3:5])[CH:11]=[C:10]([CH3:12])[CH:9]=1)[CH3:14].